Predict the reaction yield, written as a fraction of the theoretical maximum amount of product (1.0 means a 100% yield; for example, 0.34 means a 34% yield). From a dataset of Reaction yield outcomes from USPTO patents with 853,638 reactions. The reactants are [NH2:1][C:2]1[CH:15]=[CH:14][C:13]([Cl:16])=[CH:12][C:3]=1[C:4]([C:6]1[CH:11]=[CH:10][CH:9]=[CH:8][CH:7]=1)=[O:5].[Br:17][C:18]1[CH:23]=[CH:22][C:21]([S:24](Cl)(=[O:26])=[O:25])=[CH:20][CH:19]=1.Cl. The catalyst is N1C=CC=CC=1.CCOC(C)=O.O. The product is [C:4]([C:3]1[CH:12]=[C:13]([Cl:16])[CH:14]=[CH:15][C:2]=1[NH:1][S:24]([C:21]1[CH:22]=[CH:23][C:18]([Br:17])=[CH:19][CH:20]=1)(=[O:26])=[O:25])(=[O:5])[C:6]1[CH:7]=[CH:8][CH:9]=[CH:10][CH:11]=1. The yield is 0.980.